From a dataset of Full USPTO retrosynthesis dataset with 1.9M reactions from patents (1976-2016). Predict the reactants needed to synthesize the given product. (1) Given the product [C:19]([O:18][C:16]([N:13]1[CH2:14][CH2:15][CH:11]([NH:10][C:8]2[CH:7]=[N:6][C:5]([O:23][C:24]3[CH:25]=[CH:26][C:27]([O:30][C:31]4[CH:36]=[CH:35][CH:34]=[CH:33][CH:32]=4)=[CH:28][CH:29]=3)=[C:4]([C:3](=[O:2])[NH2:38])[CH:9]=2)[CH2:12]1)=[O:17])([CH3:22])([CH3:20])[CH3:21], predict the reactants needed to synthesize it. The reactants are: C[O:2][C:3](=O)[C:4]1[CH:9]=[C:8]([NH:10][CH:11]2[CH2:15][CH2:14][N:13]([C:16]([O:18][C:19]([CH3:22])([CH3:21])[CH3:20])=[O:17])[CH2:12]2)[CH:7]=[N:6][C:5]=1[O:23][C:24]1[CH:29]=[CH:28][C:27]([O:30][C:31]2[CH:36]=[CH:35][CH:34]=[CH:33][CH:32]=2)=[CH:26][CH:25]=1.[NH3:38]. (2) Given the product [Cl:1][C:2]1[CH:3]=[C:4]([N:9]2[CH2:13][C:12]3([CH2:14][CH2:15][NH:16][CH2:17][CH2:18]3)[O:11][C:10]2=[O:29])[CH:5]=[CH:6][C:7]=1[Cl:8], predict the reactants needed to synthesize it. The reactants are: [Cl:1][C:2]1[CH:3]=[C:4]([N:9]2[CH2:13][C:12]3([CH2:18][CH2:17][N:16](C(OCC4C=CC=CC=4)=O)[CH2:15][CH2:14]3)[O:11][C:10]2=[O:29])[CH:5]=[CH:6][C:7]=1[Cl:8]. (3) Given the product [CH3:1][O:2][C:3]([C@@H:5]1[CH2:9][C@H:8]([NH:10][C:28]([C:19]2[CH:20]=[CH:21][C:22]3[C:27](=[CH:26][CH:25]=[CH:24][CH:23]=3)[C:18]=2[OH:17])=[O:29])[CH2:7][N:6]1[CH2:11][CH2:12][C:13]([CH3:16])([CH3:15])[CH3:14])=[O:4], predict the reactants needed to synthesize it. The reactants are: [CH3:1][O:2][C:3]([C@@H:5]1[CH2:9][C@H:8]([NH2:10])[CH2:7][N:6]1[CH2:11][CH2:12][C:13]([CH3:16])([CH3:15])[CH3:14])=[O:4].[OH:17][C:18]1[C:27]2[C:22](=[CH:23][CH:24]=[CH:25][CH:26]=2)[CH:21]=[CH:20][C:19]=1[C:28](O)=[O:29]. (4) Given the product [N+:1]([C:4]1[CH:5]=[C:6]2[C:11]([CH2:10][CH2:9][CH:8]3[O:22][CH:7]32)=[CH:12][CH:13]=1)([O-:3])=[O:2], predict the reactants needed to synthesize it. The reactants are: [N+:1]([C:4]1[CH:5]=[C:6]2[C:11](=[CH:12][CH:13]=1)[CH2:10][CH2:9][CH:8]=[CH:7]2)([O-:3])=[O:2].C1C=C(Cl)C=C(C(OO)=[O:22])C=1. (5) The reactants are: [Si:1]([O:8][CH2:9][C:10](=[CH2:24])[C:11]([NH:13][C:14]1[CH:19]=[CH:18][CH:17]=[C:16]([C:20]([CH3:23])([CH3:22])[CH3:21])[CH:15]=1)=[O:12])([C:4]([CH3:7])([CH3:6])[CH3:5])([CH3:3])[CH3:2].[C:25]([C:27]1[CH:32]=[C:31]([O:33][C:34]2[CH:39]=[CH:38][C:37](CCC(O)=O)=[CH:36][CH:35]=2)[CH:30]=[CH:29][N:28]=1)#[N:26]. Given the product [Si:1]([O:8][CH2:9]/[C:10](=[CH:24]\[C:36]1[CH:37]=[CH:38][CH:39]=[C:34]([O:33][C:31]2[CH:30]=[CH:29][N:28]=[C:27]([C:25]#[N:26])[CH:32]=2)[CH:35]=1)/[C:11]([NH:13][C:14]1[CH:19]=[CH:18][CH:17]=[C:16]([C:20]([CH3:23])([CH3:22])[CH3:21])[CH:15]=1)=[O:12])([C:4]([CH3:5])([CH3:6])[CH3:7])([CH3:2])[CH3:3], predict the reactants needed to synthesize it. (6) Given the product [S:12]1[CH:13]=[CH:14][C:10]([C:8](=[O:9])[CH2:2][CH3:1])=[CH:11]1, predict the reactants needed to synthesize it. The reactants are: [CH3:1][CH2:2][Mg+].[Br-].CON(C)[C:8]([C:10]1[CH:14]=[CH:13][S:12][CH:11]=1)=[O:9].CCOC(C)=O. (7) Given the product [CH3:3][C:4]1([CH3:24])[CH2:13][C:12]2[C:7](=[CH:8][CH:9]=[CH:10][CH:11]=2)[CH:6]([C:14]2[CH:15]=[N:16][C:17]3[C:22]([CH:23]=2)=[CH:21][CH:20]=[CH:19][CH:18]=3)[NH:5]1, predict the reactants needed to synthesize it. The reactants are: [BH4-].[Na+].[CH3:3][C:4]1([CH3:24])[CH2:13][C:12]2[C:7](=[CH:8][CH:9]=[CH:10][CH:11]=2)[C:6]([C:14]2[CH:15]=[N:16][C:17]3[C:22]([CH:23]=2)=[CH:21][CH:20]=[CH:19][CH:18]=3)=[N:5]1.